From a dataset of Forward reaction prediction with 1.9M reactions from USPTO patents (1976-2016). Predict the product of the given reaction. (1) Given the reactants [CH2:1]([Si:3]([CH2:7][CH3:8])([CH2:5][CH3:6])Cl)[CH3:2].[CH2:9]([O:16][C:17](=[O:32])[NH:18][CH2:19][C@@H:20]([OH:31])[CH2:21][N:22]1[CH2:29][CH2:28][C:25]2([CH2:27][CH2:26]2)[C@H:24]([OH:30])[CH2:23]1)[C:10]1[CH:15]=[CH:14][CH:13]=[CH:12][CH:11]=1.N1[CH:37]=[CH:36]N=C1, predict the reaction product. The product is: [CH2:9]([O:16][C:17](=[O:32])[NH:18][CH2:19][C@@H:20]([O:31][Si:3]([CH2:36][CH3:37])([CH2:5][CH3:6])[CH2:1][CH3:2])[CH2:21][N:22]1[CH2:29][CH2:28][C:25]2([CH2:27][CH2:26]2)[C@H:24]([O:30][Si:3]([CH2:7][CH3:8])([CH2:5][CH3:6])[CH2:1][CH3:2])[CH2:23]1)[C:10]1[CH:15]=[CH:14][CH:13]=[CH:12][CH:11]=1. (2) Given the reactants C(OC([N:8]1[CH2:12][CH2:11][S:10][CH:9]1[C:13]([OH:15])=O)=O)(C)(C)C.[CH:16]1[CH:21]=[CH:20][C:19](/[C:22](/C2C=CC([N+]([O-])=O)=CC=2)=[N:23]/O)=[CH:18][CH:17]=1.[C:34]1([C:44]2[CH:49]=[CH:48][CH:47]=[CH:46][CH:45]=2)[CH:39]=[CH:38][C:37]([S:40](Cl)(=[O:42])=[O:41])=[CH:36][CH:35]=1.C(N)C1C=CC=CC=1, predict the reaction product. The product is: [CH2:22]([NH:23][C:13]([CH:9]1[N:8]([S:40]([C:37]2[CH:38]=[CH:39][C:34]([C:44]3[CH:49]=[CH:48][CH:47]=[CH:46][CH:45]=3)=[CH:35][CH:36]=2)(=[O:42])=[O:41])[CH2:12][CH2:11][S:10]1)=[O:15])[C:19]1[CH:20]=[CH:21][CH:16]=[CH:17][CH:18]=1.